Predict the product of the given reaction. From a dataset of Forward reaction prediction with 1.9M reactions from USPTO patents (1976-2016). (1) Given the reactants N(OC(C)(C)C)=O.N[C:9]1[CH:14]=[C:13]([C:15]2[CH:20]=[C:19]([CH3:21])[CH:18]=[CH:17][C:16]=2[O:22][CH3:23])[N:12]=[C:11]([N:24]2[C:28]([C:29]([F:32])([F:31])[F:30])=[C:27]([C:33]([O:35][CH2:36][CH3:37])=[O:34])[CH:26]=[N:25]2)[CH:10]=1.[I:38]I, predict the reaction product. The product is: [I:38][C:9]1[CH:14]=[C:13]([C:15]2[CH:20]=[C:19]([CH3:21])[CH:18]=[CH:17][C:16]=2[O:22][CH3:23])[N:12]=[C:11]([N:24]2[C:28]([C:29]([F:32])([F:31])[F:30])=[C:27]([C:33]([O:35][CH2:36][CH3:37])=[O:34])[CH:26]=[N:25]2)[CH:10]=1. (2) Given the reactants [BH4-].[Na+].[Si:3]([O:10][CH2:11][C:12]([CH3:42])([CH3:41])[CH2:13][N:14]1[CH:23]=[C:22]([CH:24]=[O:25])[C:21]2[C:16](=[CH:17][CH:18]=[C:19]([C:26]3[CH:27]=[C:28]([CH:35]=[C:36]([F:39])[C:37]=3[CH3:38])[C:29]([NH:31][CH:32]3[CH2:34][CH2:33]3)=[O:30])[CH:20]=2)[C:15]1=[O:40])([C:6]([CH3:9])([CH3:8])[CH3:7])([CH3:5])[CH3:4].C([O-])(O)=O.[Na+], predict the reaction product. The product is: [Si:3]([O:10][CH2:11][C:12]([CH3:42])([CH3:41])[CH2:13][N:14]1[CH:23]=[C:22]([CH2:24][OH:25])[C:21]2[C:16](=[CH:17][CH:18]=[C:19]([C:26]3[CH:27]=[C:28]([CH:35]=[C:36]([F:39])[C:37]=3[CH3:38])[C:29]([NH:31][CH:32]3[CH2:33][CH2:34]3)=[O:30])[CH:20]=2)[C:15]1=[O:40])([C:6]([CH3:8])([CH3:9])[CH3:7])([CH3:5])[CH3:4]. (3) Given the reactants [CH3:1][O:2][C:3]1[CH:12]=[C:11]2[C:6]([CH:7]=[CH:8][CH:9]=[N:10]2)=[CH:5][CH:4]=1.[N+:13]([O-])([O-:15])=[O:14].[K+].OS(O)(=O)=O, predict the reaction product. The product is: [CH3:1][O:2][C:3]1[C:12]([N+:13]([O-:15])=[O:14])=[C:11]2[C:6]([CH:7]=[CH:8][CH:9]=[N:10]2)=[CH:5][CH:4]=1. (4) Given the reactants Cl[CH2:2][CH2:3][O:4][C:5]1[CH:10]=[CH:9][C:8]([O:11][C:12]([F:15])([F:14])[F:13])=[CH:7][C:6]=1[I:16].CC(C)([O-])C.[K+], predict the reaction product. The product is: [CH:3]([O:4][C:5]1[CH:10]=[CH:9][C:8]([O:11][C:12]([F:13])([F:14])[F:15])=[CH:7][C:6]=1[I:16])=[CH2:2]. (5) Given the reactants [F:1][C:2]1[C:9]([F:10])=[C:8]([O:11][CH2:12][CH2:13][N:14]([CH2:16][CH2:17][O:18][CH3:19])[CH3:15])[CH:7]=[CH:6][C:3]=1[CH:4]=[O:5].[ClH:20].N1C=CC=CC=1, predict the reaction product. The product is: [ClH:20].[F:1][C:2]1[C:9]([F:10])=[C:8]([O:11][CH2:12][CH2:13][N:14]([CH2:16][CH2:17][O:18][CH3:19])[CH3:15])[CH:7]=[CH:6][C:3]=1[CH:4]=[O:5]. (6) Given the reactants [Br:1][C:2]1[CH:7]=[CH:6][C:5]([CH2:8][C:9]([OH:11])=O)=[CH:4][CH:3]=1.[CH3:12][O:13][C:14]1[CH:15]=[C:16]([CH2:22][CH2:23][NH2:24])[CH:17]=[C:18]([O:20][CH3:21])[CH:19]=1.CCN(CC)CC.C(P(=O)(OCC)OCC)#N, predict the reaction product. The product is: [Br:1][C:2]1[CH:3]=[CH:4][C:5]([CH2:8][C:9]([NH:24][CH2:23][CH2:22][C:16]2[CH:17]=[C:18]([O:20][CH3:21])[CH:19]=[C:14]([O:13][CH3:12])[CH:15]=2)=[O:11])=[CH:6][CH:7]=1. (7) Given the reactants [CH2:1]([O:5][C:6]([C:8]1[C:9]([OH:26])=[C:10]2[CH:17]=[C:16]([C:18]3[CH:23]=[CH:22][C:21]([O:24][CH3:25])=[CH:20][CH:19]=3)[S:15][C:11]2=[C:12](Cl)[N:13]=1)=[O:7])[CH2:2][CH2:3][CH3:4].C(OC(C1N=C(Cl)C2C=C(C3C=CC(OC)=CC=3)SC=2C=1O)=O)CCC, predict the reaction product. The product is: [CH2:1]([O:5][C:6]([C:8]1[C:9]([OH:26])=[C:10]2[CH:17]=[C:16]([C:18]3[CH:19]=[CH:20][C:21]([O:24][CH3:25])=[CH:22][CH:23]=3)[S:15][C:11]2=[CH:12][N:13]=1)=[O:7])[CH2:2][CH2:3][CH3:4].